Dataset: Reaction yield outcomes from USPTO patents with 853,638 reactions. Task: Predict the reaction yield, written as a fraction of the theoretical maximum amount of product (1.0 means a 100% yield; for example, 0.34 means a 34% yield). (1) The reactants are C(OCC)(=O)C.Cl.C(OC([N:15]1[CH:19]=[CH:18][C:17]([C:20]2[CH:25]=[CH:24][CH:23]=[CH:22][C:21]=2[NH:26][C:27](=[O:52])/[CH:28]=[CH:29]/[CH:30]=[C:31]([C:42]2[CH:47]=[CH:46][C:45]([C:48]([F:51])([F:50])[F:49])=[CH:44][CH:43]=2)[C:32]2[CH:37]=[CH:36][C:35]([C:38]([F:41])([F:40])[F:39])=[CH:34][CH:33]=2)=[N:16]1)=O)(C)(C)C.C(=O)([O-])O.[Na+]. No catalyst specified. The product is [NH:15]1[CH:19]=[CH:18][C:17]([C:20]2[CH:25]=[CH:24][CH:23]=[CH:22][C:21]=2[NH:26][C:27](=[O:52])/[CH:28]=[CH:29]/[CH:30]=[C:31]([C:32]2[CH:33]=[CH:34][C:35]([C:38]([F:39])([F:40])[F:41])=[CH:36][CH:37]=2)[C:42]2[CH:47]=[CH:46][C:45]([C:48]([F:50])([F:51])[F:49])=[CH:44][CH:43]=2)=[N:16]1. The yield is 0.220. (2) The reactants are [Cl:1][C:2]1[C:6]([C:7]([N:9]([CH3:11])[CH3:10])=[O:8])=[CH:5][NH:4][C:3]=1[C:12]([O:14]C)=O.[OH-].[Li+].CN(C(ON1N=NC2C=CC=NC1=2)=[N+](C)C)C.F[P-](F)(F)(F)(F)F.CCN(C(C)C)C(C)C.[NH2:51][CH2:52][C:53]1[C:54]([F:70])=[C:55]([O:60][C:61]2[CH:62]=[C:63]([CH:66]=[C:67]([Cl:69])[CH:68]=2)[C:64]#[N:65])[C:56]([Cl:59])=[CH:57][CH:58]=1. The catalyst is C1COCC1.O.CN(C=O)C. The product is [Cl:1][C:2]1[C:6]([C:7]([N:9]([CH3:10])[CH3:11])=[O:8])=[CH:5][NH:4][C:3]=1[C:12]([NH:51][CH2:52][C:53]1[CH:58]=[CH:57][C:56]([Cl:59])=[C:55]([O:60][C:61]2[CH:62]=[C:63]([C:64]#[N:65])[CH:66]=[C:67]([Cl:69])[CH:68]=2)[C:54]=1[F:70])=[O:14]. The yield is 0.0600. (3) The yield is 0.400. The product is [F:18][C:19]1[CH:24]=[C:23]([C:2]2[C:3]3[C:4]4[CH:17]=[CH:16][S:15][C:5]=4[C:6](=[O:14])[NH:7][C:8]=3[CH:9]=[CH:10][C:11]=2[O:12][CH3:13])[CH:22]=[CH:21][C:20]=1[CH:34]([NH:36][C:37](=[O:43])[O:38][C:39]([CH3:42])([CH3:41])[CH3:40])[CH3:35]. The reactants are Br[C:2]1[C:3]2[C:4]3[CH:17]=[CH:16][S:15][C:5]=3[C:6](=[O:14])[NH:7][C:8]=2[CH:9]=[CH:10][C:11]=1[O:12][CH3:13].[F:18][C:19]1[CH:24]=[C:23](B2OC(C)(C)C(C)(C)O2)[CH:22]=[CH:21][C:20]=1[CH:34]([NH:36][C:37](=[O:43])[O:38][C:39]([CH3:42])([CH3:41])[CH3:40])[CH3:35]. No catalyst specified. (4) The reactants are ClC1[CH:3]=[C:4]([CH2:8][CH2:9]C(O)=O)[CH:5]=CC=1.[Cl:13][C:14]1[CH:15]=[C:16]([CH2:20][CH2:21][C:22]([C:24]2[C:30]([OH:31])=[CH:29][C:28]([OH:32])=[CH:27][C:25]=2[OH:26])=[O:23])[CH:17]=[CH:18][CH:19]=1. No catalyst specified. The product is [OH:26][C:25]1[C:27]([CH2:14][CH2:15][CH:16]([CH3:20])[CH3:17])=[C:28]([OH:32])[C:29]([CH2:9][CH2:8][CH:4]([CH3:3])[CH3:5])([CH2:21][CH2:22][CH:24]([CH3:30])[CH3:25])[C:30](=[O:31])[C:24]=1[C:22](=[O:23])[CH2:21][CH2:20][C:16]1[CH:17]=[CH:18][CH:19]=[C:14]([Cl:13])[CH:15]=1. The yield is 0.0800. (5) The reactants are Cl[C:2]1[N:10]=[C:9](Cl)[CH:8]=[CH:7][C:3]=1[C:4]([NH2:6])=[O:5].[O:12]([C:19]1[CH:24]=[CH:23][C:22]([OH:25])=[CH:21][CH:20]=1)[C:13]1[CH:18]=[CH:17][CH:16]=[CH:15][CH:14]=1.CC1(C)C(C)(C)OB([C:34]2[CH2:35][N:36]([C:40]([O:42]C(C)(C)C)=O)[CH2:37][CH2:38][CH:39]=2)O1.[C:48]([C:51]1C=CC(C2CCN(C(OC(C)(C)C)=O)CC=2)=NC=1NC1C=CC(CCN2CCCC2)=CC=1)(=O)N. No catalyst specified. The product is [C:40]([N:36]1[CH2:35][CH2:34][CH2:39][CH:38]([C:9]2[CH:8]=[CH:7][C:3]([C:4]([NH2:6])=[O:5])=[C:2]([O:25][C:22]3[CH:21]=[CH:20][C:19]([O:12][C:13]4[CH:18]=[CH:17][CH:16]=[CH:15][CH:14]=4)=[CH:24][CH:23]=3)[N:10]=2)[CH2:37]1)(=[O:42])[CH:48]=[CH2:51]. The yield is 0.470. (6) The reactants are [NH:1]1[C:9]2[C:4](=[CH:5][CH:6]=[CH:7][CH:8]=2)[CH2:3][C:2]1=[O:10].[CH3:11][O:12][C:13]([C:15]1[NH:16][C:17]([CH:21]=O)=[C:18]([CH3:20])[CH:19]=1)=[O:14]. No catalyst specified. The product is [CH3:11][O:12][C:13]([C:15]1[NH:16][C:17]([CH:21]=[C:3]2[C:4]3[C:9](=[CH:8][CH:7]=[CH:6][CH:5]=3)[NH:1][C:2]2=[O:10])=[C:18]([CH3:20])[CH:19]=1)=[O:14]. The yield is 0.810. (7) The reactants are [CH3:1][NH:2][CH:3]1[CH2:16][C:15]2[C:6]([CH3:25])([CH:7]3[CH:12]([CH2:13][CH:14]=2)[CH:11]2[CH2:17][CH2:18][CH:19]4[CH:20]([CH3:24])[N:21]([CH3:23])[CH2:22][C:10]24[CH2:9][CH2:8]3)[CH2:5][CH2:4]1.[CH3:26][O:27][CH:28]([CH2:32][CH2:33][CH2:34][CH3:35])[C:29](O)=[O:30].Cl.CN(C)CCCN=C=NCC.ON1C2C=CC=CC=2N=N1. The catalyst is ClCCl. The product is [CH3:1][N:2]([CH:3]1[CH2:16][C:15]2[C:6]([CH3:25])([CH:7]3[CH:12]([CH2:13][CH:14]=2)[CH:11]2[CH2:17][CH2:18][CH:19]4[CH:20]([CH3:24])[N:21]([CH3:23])[CH2:22][C:10]24[CH2:9][CH2:8]3)[CH2:5][CH2:4]1)[C:29](=[O:30])[CH:28]([O:27][CH3:26])[CH2:32][CH2:33][CH2:34][CH3:35]. The yield is 0.920. (8) The reactants are [NH2:1][C@@H:2]([CH2:22][C:23]1[CH:28]=[CH:27][C:26]([Cl:29])=[CH:25][CH:24]=1)[C:3]([N:5]1[CH2:10][CH2:9][N:8]([C:11]2[CH:16]=[CH:15][CH:14]=[CH:13][C:12]=2[NH:17][S:18]([CH3:21])(=[O:20])=[O:19])[CH2:7][CH2:6]1)=[O:4].[N:30]1([C:43]([O:45][C:46]([CH3:49])([CH3:48])[CH3:47])=[O:44])[CH2:39][C:38]2[C:33](=[CH:34][CH:35]=[CH:36][CH:37]=2)[CH2:32][C@H:31]1[C:40](O)=[O:41].CCN=C=NCCCN(C)C.CI.C1C=NC2N(O)N=NC=2C=1. The catalyst is CN(C=O)C. The product is [Cl:29][C:26]1[CH:25]=[CH:24][C:23]([CH2:22][C@H:2]([NH:1][C:40]([C@@H:31]2[CH2:32][C:33]3[C:38](=[CH:37][CH:36]=[CH:35][CH:34]=3)[CH2:39][N:30]2[C:43]([O:45][C:46]([CH3:49])([CH3:48])[CH3:47])=[O:44])=[O:41])[C:3]([N:5]2[CH2:6][CH2:7][N:8]([C:11]3[CH:16]=[CH:15][CH:14]=[CH:13][C:12]=3[NH:17][S:18]([CH3:21])(=[O:19])=[O:20])[CH2:9][CH2:10]2)=[O:4])=[CH:28][CH:27]=1. The yield is 1.00. (9) The reactants are P(Cl)(Cl)([Cl:3])=O.[C:6]([C:14]1[C:15]([C:20]2[NH:29][C:28](=O)[C:27]3[C:22](=[CH:23][CH:24]=[CH:25][CH:26]=3)[N:21]=2)=[N:16][CH:17]=[CH:18][CH:19]=1)(=[O:13])[C:7]1[CH:12]=[CH:11][CH:10]=[CH:9][CH:8]=1.CN(C)C1C=CC=CC=1. The catalyst is C1C=CC=CC=1. The product is [Cl:3][C:28]1[C:27]2[C:22](=[CH:23][CH:24]=[CH:25][CH:26]=2)[N:21]=[C:20]([C:15]2[C:14]([C:6]([C:7]3[CH:12]=[CH:11][CH:10]=[CH:9][CH:8]=3)=[O:13])=[CH:19][CH:18]=[CH:17][N:16]=2)[N:29]=1. The yield is 0.450.